Dataset: Experimentally validated miRNA-target interactions with 360,000+ pairs, plus equal number of negative samples. Task: Binary Classification. Given a miRNA mature sequence and a target amino acid sequence, predict their likelihood of interaction. (1) The miRNA is hsa-miR-518f-3p with sequence GAAAGCGCUUCUCUUUAGAGG. The protein sequence of the target gene is MTTCRRERPILTLLWILMATAGCLADLNEVPQVTVQPMSTVQKLGGTVILGCVVEPPWMNVTWRFNGKELNGSDDALGVFITRGTLVIAALNNHTVGRYQCVARMPAGAVASVPATVTLANLQDFKLDVQHVIEVDEGNTAVIACHLPESHPKAQVRYSVKQEWLEASRDNYLIMPSGNLQIVNASQEDEGMYKCAAYNPVTQEVKTSGSGDRLRVRRSTAEAARIIYPLEAQTVIVTKGQSLILECVASGIPPPRVTWAKDGSSIAAYNKTRFLLSNLLIDTTSEEDSGTYRCMASNGV.... Result: 0 (no interaction). (2) The miRNA is mmu-miR-5099 with sequence UUAGAUCGAUGUGGUGCUCC. The protein sequence of the target gene is MATNKSVGVFSSASLAVEYVDSLLPENPLQEPFKNAWVYMLDNYTKFQIATWGSLIVHEAIYFLFSLPGFLFQFIPYMRKYKIQKDKPETFEGQWKCLKKILFNHFFIQLPLICGTYYFTEFFNIPYDWERMPRWYLTLARCLGCAVIEDTWHYFLHRLLHHKRIYKYIHKVHHEFQAPFGIEAEYAHPLETLILGTGFFIGIVLLCDHVILLWAWVTIRLLETIDVHSGYDIPLNPLNLVPFYTGARHHDFHHMNFIGNYASTFTWWDKLFGTDAQYHAYIEKSKKLGKKSD. Result: 0 (no interaction).